This data is from Reaction yield outcomes from USPTO patents with 853,638 reactions. The task is: Predict the reaction yield, written as a fraction of the theoretical maximum amount of product (1.0 means a 100% yield; for example, 0.34 means a 34% yield). (1) The reactants are [Cl:1][C:2]1[CH:7]=[CH:6][C:5]([F:8])=[CH:4][N+:3]=1[O-:9].S(=O)(=O)(O)O.[N+:15]([O-])([O-:17])=[O:16].[K+].[OH-].[NH4+]. No catalyst specified. The product is [Cl:1][C:2]1[CH:7]=[C:6]([N+:15]([O-:17])=[O:16])[C:5]([F:8])=[CH:4][N+:3]=1[O-:9]. The yield is 0.590. (2) The reactants are O=S(Cl)Cl.[F:5][C:6]1[CH:14]=[C:13]([OH:15])[CH:12]=[C:11]([F:16])[C:7]=1[C:8]([OH:10])=[O:9].[CH3:17]O. No catalyst specified. The product is [F:5][C:6]1[CH:14]=[C:13]([OH:15])[CH:12]=[C:11]([F:16])[C:7]=1[C:8]([O:10][CH3:17])=[O:9]. The yield is 0.990. (3) The reactants are [NH2:1][C:2]1[N:7]=[CH:6][N:5]=[C:4]2[N:8]([CH:12]([C:14]3[O:15][C:16]4[C:21]([C:22](=[O:31])[C:23]=3[C:24]3[CH:29]=[CH:28][CH:27]=[C:26]([F:30])[CH:25]=3)=[CH:20][C:19]([F:32])=[CH:18][CH:17]=4)[CH3:13])[N:9]=[C:10](I)[C:3]=12.C([N:40]1[C:48]2[C:43](=[CH:44][CH:45]=[C:46](B3OC(C)(C)C(C)(C)O3)[CH:47]=2)[C:42]([CH3:58])=[N:41]1)(OC(C)(C)C)=O.C(=O)([O-])[O-].[Na+].[Na+].ClCCl. The catalyst is CN(C=O)C.C(O)C.O. The product is [NH2:1][C:2]1[N:7]=[CH:6][N:5]=[C:4]2[N:8]([CH:12]([C:14]3[O:15][C:16]4[C:21]([C:22](=[O:31])[C:23]=3[C:24]3[CH:29]=[CH:28][CH:27]=[C:26]([F:30])[CH:25]=3)=[CH:20][C:19]([F:32])=[CH:18][CH:17]=4)[CH3:13])[N:9]=[C:10]([C:46]3[CH:47]=[C:48]4[C:43]([C:42]([CH3:58])=[N:41][NH:40]4)=[CH:44][CH:45]=3)[C:3]=12. The yield is 0.110. (4) The catalyst is CN(C=O)C. The yield is 0.400. The product is [CH2:40]([N:32]([CH2:30][CH3:31])[C:33]1[CH:38]=[CH:37][C:36]([NH:39][C:21]([C:9]2([NH:8][C:6](=[O:7])[O:5][CH2:1][CH:2]([CH3:4])[CH3:3])[CH2:18][CH2:17][C:16]3[C:11](=[C:12]([O:19][CH3:20])[CH:13]=[CH:14][CH:15]=3)[CH2:10]2)=[O:22])=[C:35]([CH3:42])[CH:34]=1)[CH3:41]. The reactants are [CH2:1]([O:5][C:6]([N:8](C)[C:9]1([C:21](O)=[O:22])[CH2:18][CH2:17][C:16]2[C:11](=[C:12]([O:19][CH3:20])[CH:13]=[CH:14][CH:15]=2)[CH2:10]1)=[O:7])[CH:2]([CH3:4])[CH3:3].S(O)(O)(=O)=O.[CH2:30]([N:32]([CH2:40][CH3:41])[C:33]1[CH:38]=[CH:37][C:36]([NH2:39])=[CH:35][CH:34]=1)[CH3:31].[CH3:42]CN(CC)CC.CN(C(ON1N=NC2C=CC=CC1=2)=[N+](C)C)C.[B-](F)(F)(F)F. (5) The reactants are [NH:1]1[C:9]2[C:4](=[CH:5][C:6]([OH:10])=[CH:7][CH:8]=2)[CH:3]=[N:2]1.[O:11]1[CH2:16][CH2:15][CH2:14][CH2:13][CH:12]1[O:17][CH:18]1[CH2:23][CH2:22][CH:21](O)[CH2:20][CH2:19]1.C1(P(C2C=CC=CC=2)C2C=CC=CC=2)C=CC=CC=1.N(C(OCC1C=CC=CC=1)=O)=NC(OCC1C=CC=CC=1)=O. The catalyst is O1CCCC1. The product is [O:11]1[CH2:16][CH2:15][CH2:14][CH2:13][CH:12]1[O:17][CH:18]1[CH2:19][CH2:20][CH:21]([O:10][C:6]2[CH:5]=[C:4]3[C:9](=[CH:8][CH:7]=2)[NH:1][N:2]=[CH:3]3)[CH2:22][CH2:23]1. The yield is 0.410.